From a dataset of Catalyst prediction with 721,799 reactions and 888 catalyst types from USPTO. Predict which catalyst facilitates the given reaction. (1) Reactant: [F:1][C:2]1[C:10]([O:11][CH2:12][C:13]2[O:14][CH:15]=[C:16]([C:18]3[CH:23]=[CH:22][C:21]([O:24]C)=[CH:20][CH:19]=3)[N:17]=2)=[CH:9][CH:8]=[C:7]([F:26])[C:3]=1[C:4]([NH2:6])=[O:5].B(Br)(Br)Br.C([O-])(O)=O.[Na+]. Product: [F:1][C:2]1[C:10]([O:11][CH2:12][C:13]2[O:14][CH:15]=[C:16]([C:18]3[CH:23]=[CH:22][C:21]([OH:24])=[CH:20][CH:19]=3)[N:17]=2)=[CH:9][CH:8]=[C:7]([F:26])[C:3]=1[C:4]([NH2:6])=[O:5]. The catalyst class is: 2. (2) Reactant: [Br:1][C:2]1[CH:3]=[C:4]2[C:8](=[CH:9][CH:10]=1)[C:7](=O)[CH2:6][CH2:5]2.[NH:12]1[C:20]2[C:15](=[CH:16][CH:17]=[CH:18][CH:19]=2)[CH2:14][C:13]1=[O:21].N1CCCCC1. Product: [Br:1][C:2]1[CH:3]=[C:4]2[C:8](=[CH:9][CH:10]=1)[C:7](=[C:14]1[C:15]3[C:20](=[CH:19][CH:18]=[CH:17][CH:16]=3)[NH:12][C:13]1=[O:21])[CH2:6][CH2:5]2. The catalyst class is: 9. (3) Product: [F:15][C:5]1[CH:6]=[CH:7][CH:8]=[C:9]([O:10][CH2:11][CH2:12][O:13][CH3:14])[C:4]=1[C:3]([OH:16])=[O:2]. Reactant: C[O:2][C:3](=[O:16])[C:4]1[C:9]([O:10][CH2:11][CH2:12][O:13][CH3:14])=[CH:8][CH:7]=[CH:6][C:5]=1[F:15].[OH-].[Na+]. The catalyst class is: 5. (4) Reactant: [N:1]1[C:10]2[C:5](=[CH:6][N:7]=[CH:8][CH:9]=2)[C:4]([S:11][C:12]2([C:16]([O:18]CC)=[O:17])[CH2:15][CH2:14][CH2:13]2)=[CH:3][CH:2]=1.[OH-].[Na+]. Product: [N:1]1[C:10]2[C:5](=[CH:6][N:7]=[CH:8][CH:9]=2)[C:4]([S:11][C:12]2([C:16]([OH:18])=[O:17])[CH2:13][CH2:14][CH2:15]2)=[CH:3][CH:2]=1. The catalyst class is: 24. (5) Reactant: [CH:1]1([CH2:7][C@H:8]([NH:21][C:22]([C:24]2[CH:25]=[C:26]([CH:31]=[CH:32][CH:33]=2)[C:27]([O:29]C)=[O:28])=[O:23])[CH2:9][N:10]([CH3:20])[C:11]([O:13][CH2:14][CH2:15][Si:16]([CH3:19])([CH3:18])[CH3:17])=[O:12])[CH2:6][CH2:5][CH2:4][CH2:3][CH2:2]1.O[Li].O. Product: [CH:1]1([CH2:7][C@H:8]([NH:21][C:22]([C:24]2[CH:25]=[C:26]([CH:31]=[CH:32][CH:33]=2)[C:27]([OH:29])=[O:28])=[O:23])[CH2:9][N:10]([CH3:20])[C:11]([O:13][CH2:14][CH2:15][Si:16]([CH3:17])([CH3:18])[CH3:19])=[O:12])[CH2:6][CH2:5][CH2:4][CH2:3][CH2:2]1. The catalyst class is: 20.